Dataset: Full USPTO retrosynthesis dataset with 1.9M reactions from patents (1976-2016). Task: Predict the reactants needed to synthesize the given product. (1) Given the product [F:38][C:36]([F:37])([F:39])[C:32]1[CH:31]=[C:30]([CH:35]=[CH:34][CH:33]=1)[C:29]([NH:28][CH2:27][C:25](=[O:26])[NH:24][CH:22]1[CH2:21][N:20]([CH:17]2[CH2:16][CH2:15][CH:14]([C:11]3[CH:12]=[CH:13][C:8]([NH:7][C:6]([NH2:5])=[O:41])=[CH:9][CH:10]=3)[CH2:19][CH2:18]2)[CH2:23]1)=[O:40], predict the reactants needed to synthesize it. The reactants are: C([NH:5][C:6](=[O:41])[NH:7][C:8]1[CH:13]=[CH:12][C:11]([CH:14]2[CH2:19][CH2:18][CH:17]([N:20]3[CH2:23][CH:22]([NH:24][C:25]([CH2:27][NH:28][C:29](=[O:40])[C:30]4[CH:35]=[CH:34][CH:33]=[C:32]([C:36]([F:39])([F:38])[F:37])[CH:31]=4)=[O:26])[CH2:21]3)[CH2:16][CH2:15]2)=[CH:10][CH:9]=1)(C)(C)C.C(O)(C(F)(F)F)=O. (2) The reactants are: COC1C=CC(C[N:8]2[C:12]3=[N:13][CH:14]=[C:15]4[C:19](=[O:20])[N:18]([CH2:21][CH2:22][C:23]5[CH:28]=[CH:27][CH:26]=[CH:25][CH:24]=5)[C:17](=[O:29])[C:16]4=[C:11]3[CH:10]=[N:9]2)=CC=1. Given the product [CH2:21]([N:18]1[C:19](=[O:20])[C:15]2[C:16](=[C:11]3[CH:10]=[N:9][NH:8][C:12]3=[N:13][CH:14]=2)[C:17]1=[O:29])[CH2:22][C:23]1[CH:24]=[CH:25][CH:26]=[CH:27][CH:28]=1, predict the reactants needed to synthesize it.